Dataset: Full USPTO retrosynthesis dataset with 1.9M reactions from patents (1976-2016). Task: Predict the reactants needed to synthesize the given product. (1) Given the product [CH:23]([C:1]1[CH:2]=[CH:3][C:4]([C:17]([O:16][C:13]([CH3:15])([CH3:14])[CH3:12])=[O:20])=[CH:10][CH:11]=1)=[CH2:24], predict the reactants needed to synthesize it. The reactants are: [CH2:1]1[CH2:11][CH2:10]N2[C:4](=NCCC2)[CH2:3][CH2:2]1.[CH3:12][C:13]([OH:16])([CH3:15])[CH3:14].[C:17](=[O:20])([O-])[O-].[K+].[K+].[CH2:23](OCC)[CH3:24]. (2) The reactants are: C[O:2][C:3]([C:5]1[S:27][C:8]2[N:9]=[CH:10][N:11]=[C:12]([NH:13][C:14]3[C:15]([O:20][C@@H:21]4[CH2:26][CH2:25][CH2:24][O:23][CH2:22]4)=[N:16][CH:17]=[CH:18][CH:19]=3)[C:7]=2[C:6]=1[CH3:28])=[O:4].CO.[OH-].[Na+].Cl. Given the product [CH3:28][C:6]1[C:7]2[C:12]([NH:13][C:14]3[C:15]([O:20][C@@H:21]4[CH2:26][CH2:25][CH2:24][O:23][CH2:22]4)=[N:16][CH:17]=[CH:18][CH:19]=3)=[N:11][CH:10]=[N:9][C:8]=2[S:27][C:5]=1[C:3]([OH:4])=[O:2], predict the reactants needed to synthesize it. (3) Given the product [Cl:1][C:2]1[CH:10]=[C:9]2[C:5]([CH2:6][CH2:7][CH:8]2[OH:11])=[CH:4][CH:3]=1, predict the reactants needed to synthesize it. The reactants are: [Cl:1][C:2]1[CH:10]=[C:9]2[C:5]([CH2:6][CH2:7][C:8]2=[O:11])=[CH:4][CH:3]=1.[BH4-].[Na+]. (4) Given the product [Cl:1][C:2]1[CH:3]=[C:4]([CH:9]([N:11]2[CH2:12][CH2:13][NH:14][CH2:15][CH2:16]2)[CH3:10])[CH:5]=[C:6]([Cl:8])[CH:7]=1, predict the reactants needed to synthesize it. The reactants are: [Cl:1][C:2]1[CH:3]=[C:4]([CH:9]([N:11]2[CH2:16][CH2:15][N:14](C(OC(C)(C)C)=O)[CH2:13][CH2:12]2)[CH3:10])[CH:5]=[C:6]([Cl:8])[CH:7]=1.FC(F)(F)C(O)=O. (5) Given the product [Cl:1]/[CH:2]=[CH:3]\[C:5]#[C:6][CH2:7][CH2:8][CH2:9][CH3:10], predict the reactants needed to synthesize it. The reactants are: [Cl:1]/[CH:2]=[CH:3]\Cl.[CH:5]#[C:6][CH2:7][CH2:8][CH2:9][CH3:10].